From a dataset of Full USPTO retrosynthesis dataset with 1.9M reactions from patents (1976-2016). Predict the reactants needed to synthesize the given product. (1) Given the product [CH2:1]([O:3][C:4]([C:6]1[C:14]2[C:9](=[CH:10][CH:11]=[C:12]([O:15][C:33]3[CH:34]=[CH:35][C:30]([C:29]([F:40])([F:39])[F:28])=[CH:31][CH:32]=3)[CH:13]=2)[N:8]([C:16]2[CH:17]=[CH:18][CH:19]=[CH:20][CH:21]=2)[C:7]=1[CH2:22][C:23]([O:25][CH2:26][CH3:27])=[O:24])=[O:5])[CH3:2], predict the reactants needed to synthesize it. The reactants are: [CH2:1]([O:3][C:4]([C:6]1[C:14]2[C:9](=[CH:10][CH:11]=[C:12]([OH:15])[CH:13]=2)[N:8]([C:16]2[CH:21]=[CH:20][CH:19]=[CH:18][CH:17]=2)[C:7]=1[CH2:22][C:23]([O:25][CH2:26][CH3:27])=[O:24])=[O:5])[CH3:2].[F:28][C:29]([F:40])([F:39])[C:30]1[CH:35]=[CH:34][C:33](B(O)O)=[CH:32][CH:31]=1. (2) Given the product [CH3:40][N:41]1[CH:45]=[C:44]([C:46]2[CH:51]=[C:50]([NH:52][C:53]3[N:62]=[CH:61][C:60]4[C:55](=[CH:56][CH:57]=[C:58]([C:63]#[C:64][Si:65]([CH3:66])([CH3:68])[CH3:67])[CH:59]=4)[N:54]=3)[CH:49]=[C:48]([O:27][CH2:26][CH2:25][N:20]3[CH2:24][CH2:23][CH2:22][CH2:21]3)[CH:47]=2)[CH:43]=[N:42]1, predict the reactants needed to synthesize it. The reactants are: C1(P(C2C=CC=CC=2)C2C=CC=CC=2)C=CC=CC=1.[N:20]1([CH2:25][CH2:26][OH:27])[CH2:24][CH2:23][CH2:22][CH2:21]1.CCOC(/N=N/C(OCC)=O)=O.[CH3:40][N:41]1[CH:45]=[C:44]([C:46]2[CH:47]=[C:48](O)[CH:49]=[C:50]([NH:52][C:53]3[N:62]=[CH:61][C:60]4[C:55](=[CH:56][CH:57]=[C:58]([C:63]#[C:64][Si:65]([CH3:68])([CH3:67])[CH3:66])[CH:59]=4)[N:54]=3)[CH:51]=2)[CH:43]=[N:42]1. (3) Given the product [CH2:1]([C:3]1([C:6]([O:8][CH2:9][C:10]2[CH:11]=[CH:12][CH:13]=[CH:14][CH:15]=2)=[O:7])[CH2:5][CH2:4]1)[CH3:2], predict the reactants needed to synthesize it. The reactants are: [CH:1]([C:3]1([C:6]([O:8][CH2:9][C:10]2[CH:15]=[CH:14][CH:13]=[CH:12][CH:11]=2)=[O:7])[CH2:5][CH2:4]1)=[CH2:2]. (4) Given the product [F:29][C:28]1[C:23]([C:18]2[N:19]=[C:20]([CH3:22])[N:21]=[C:16]([N:15]([CH2:44][C:45]3[CH:50]=[CH:49][C:48]([O:51][CH3:52])=[CH:47][CH:46]=3)[CH2:14][C:13]3[CH:53]=[CH:54][C:10]([O:9][CH3:8])=[CH:11][CH:12]=3)[CH:17]=2)=[CH:24][C:25]([CH2:30][N:31]2[CH2:36][CH2:35][N:34]([S:63]([CH3:62])(=[O:65])=[O:64])[CH2:33][CH2:32]2)=[CH:26][N:27]=1, predict the reactants needed to synthesize it. The reactants are: FC(F)(F)C(O)=O.[CH3:8][O:9][C:10]1[CH:54]=[CH:53][C:13]([CH2:14][N:15]([CH2:44][C:45]2[CH:50]=[CH:49][C:48]([O:51][CH3:52])=[CH:47][CH:46]=2)[C:16]2[N:21]=[C:20]([CH3:22])[N:19]=[C:18]([C:23]3[CH:24]=[C:25]([CH2:30][N:31]4[CH2:36][CH2:35][N:34](C(OC(C)(C)C)=O)[CH2:33][CH2:32]4)[CH:26]=[N:27][C:28]=3[F:29])[CH:17]=2)=[CH:12][CH:11]=1.C(N(CC)CC)C.[CH3:62][S:63](Cl)(=[O:65])=[O:64]. (5) The reactants are: [C:1]([C:3]1[CH:33]=[CH:32][C:6]([O:7][C:8]2[CH:9]=[C:10]([CH:20]=[C:21]([O:23][C:24]3[CH:29]=[CH:28][C:27]([C:30]#[N:31])=[CH:26][CH:25]=3)[N:22]=2)[C:11]([NH:13][CH:14]2[CH2:19][CH2:18][NH:17][CH2:16][CH2:15]2)=[O:12])=[CH:5][CH:4]=1)#[N:2].[C:34]([O:38][C:39](=[O:45])[NH:40][CH2:41][CH2:42][CH2:43]Br)([CH3:37])([CH3:36])[CH3:35].C(=O)([O-])[O-].[K+].[K+]. Given the product [C:34]([O:38][C:39](=[O:45])[NH:40][CH2:41][CH2:42][CH2:43][N:17]1[CH2:16][CH2:15][CH:14]([NH:13][C:11]([C:10]2[CH:20]=[C:21]([O:23][C:24]3[CH:25]=[CH:26][C:27]([C:30]#[N:31])=[CH:28][CH:29]=3)[N:22]=[C:8]([O:7][C:6]3[CH:5]=[CH:4][C:3]([C:1]#[N:2])=[CH:33][CH:32]=3)[CH:9]=2)=[O:12])[CH2:19][CH2:18]1)([CH3:37])([CH3:36])[CH3:35], predict the reactants needed to synthesize it. (6) Given the product [N:27]([CH2:26][C:25]1[CH:24]=[CH:23][N:22]=[C:21]2[NH:17][CH:18]=[CH:19][C:20]=12)=[C:1]=[S:16], predict the reactants needed to synthesize it. The reactants are: [C:1](=[S:16])(OC1C=CC=CN=1)OC1C=CC=CN=1.[NH:17]1[C:21]2=[N:22][CH:23]=[CH:24][C:25]([CH2:26][NH2:27])=[C:20]2[CH:19]=[CH:18]1. (7) Given the product [C:6]([O:5][C:3](=[O:10])[NH:4][C@H:17]([C:19]1[CH:28]=[CH:27][C:26]2[C:21](=[CH:22][CH:23]=[CH:24][CH:25]=2)[CH:20]=1)[CH2:18][OH:12])([CH3:9])([CH3:8])[CH3:7], predict the reactants needed to synthesize it. The reactants are: [OH-].[Na+].[C:3](=[O:10])([O:5][C:6]([CH3:9])([CH3:8])[CH3:7])[NH2:4].Cl[O:12]C(C)(C)C.[CH:17]([C:19]1[CH:28]=[CH:27][C:26]2[C:21](=[CH:22][CH:23]=[CH:24][CH:25]=2)[CH:20]=1)=[CH2:18]. (8) Given the product [CH3:18][C:9]1[CH:8]=[C:7]([C:26](=[O:28])[CH3:27])[CH:12]=[CH:11][C:10]=1[C:13]1[N:14]=[CH:15][S:16][CH:17]=1, predict the reactants needed to synthesize it. The reactants are: FC(F)(F)S(O[C:7]1[CH:12]=[CH:11][C:10]([C:13]2[N:14]=[CH:15][S:16][CH:17]=2)=[C:9]([CH3:18])[CH:8]=1)(=O)=O.C([Sn](CCCC)(CCCC)[C:26]([O:28]CC)=[CH2:27])CCC.[Cl-].[Li+]. (9) Given the product [F:1][C:2]1[C:3]([C:17]([OH:19])=[O:18])=[N:4][O:5][C:6]=1[C:7]1[CH:12]=[CH:11][C:10]([C:13]([F:14])([F:16])[F:15])=[CH:9][CH:8]=1, predict the reactants needed to synthesize it. The reactants are: [F:1][C:2]1[C:3]([C:17]([O:19]CC)=[O:18])=[N:4][O:5][C:6]=1[C:7]1[CH:12]=[CH:11][C:10]([C:13]([F:16])([F:15])[F:14])=[CH:9][CH:8]=1.[OH-].[Li+].Cl.